This data is from Reaction yield outcomes from USPTO patents with 853,638 reactions. The task is: Predict the reaction yield, written as a fraction of the theoretical maximum amount of product (1.0 means a 100% yield; for example, 0.34 means a 34% yield). (1) The reactants are [CH2:1]([O:3][CH:4]([O:13][CH2:14][CH3:15])[C:5]#[C:6][C:7](=O)[C:8]([F:11])([F:10])[F:9])[CH3:2].[C:16]([O:20][CH3:21])(=[O:19])[CH2:17][SH:18].CO.C([O-])([O-])=O.[Cs+].[Cs+].[O-]S([O-])(=O)=O.[Mg+2]. The catalyst is C1COCC1. The product is [CH3:21][O:20][C:16]([C:17]1[S:18][C:5]([CH:4]([O:13][CH2:14][CH3:15])[O:3][CH2:1][CH3:2])=[CH:6][C:7]=1[C:8]([F:11])([F:10])[F:9])=[O:19]. The yield is 0.630. (2) The reactants are [S:1]1[CH:5]=[C:4]([CH2:6][N:7]2[CH2:11][C@@H:10]([C:12]3[CH:17]=[CH:16][C:15]([F:18])=[C:14]([F:19])[CH:13]=3)[C@H:9]([NH:20]C(=O)OC(C)(C)C)[CH2:8]2)[N:3]=[N:2]1.[ClH:28]. The catalyst is CC(O)C. The product is [ClH:28].[ClH:28].[S:1]1[CH:5]=[C:4]([CH2:6][N:7]2[CH2:11][C@@H:10]([C:12]3[CH:17]=[CH:16][C:15]([F:18])=[C:14]([F:19])[CH:13]=3)[C@H:9]([NH2:20])[CH2:8]2)[N:3]=[N:2]1. The yield is 1.00. (3) The reactants are C(OC(=O)[NH:7][CH:8]1[CH2:13][CH2:12][CH:11]([CH2:14][NH:15][C:16]2[C:21]([F:22])=[CH:20][N:19]=[C:18](Cl)[N:17]=2)[CH2:10][CH2:9]1)(C)(C)C.Cl.[F:26][C:27]([F:38])([F:37])[O:28][C:29]1[CH:36]=[CH:35][CH:34]=[CH:33][C:30]=1[CH2:31][NH2:32]. The catalyst is CCOC(C)=O. The product is [NH2:7][C@H:8]1[CH2:9][CH2:10][C@H:11]([CH2:14][NH:15][C:16]2[C:21]([F:22])=[CH:20][N:19]=[C:18]([NH:32][CH2:31][C:30]3[CH:33]=[CH:34][CH:35]=[CH:36][C:29]=3[O:28][C:27]([F:26])([F:37])[F:38])[N:17]=2)[CH2:12][CH2:13]1. The yield is 0.150. (4) The reactants are [C:1]([O:5]C(OC(OC(C)(C)C)=O)=O)(C)(C)C.[CH2:16]([NH:19][C:20]1[N:21]=[C:22]([NH2:30])[C:23]2[S:28][CH:27]=[C:26]([CH3:29])[C:24]=2[N:25]=1)[CH:17]=[CH2:18].[C:31]([NH2:35])([CH3:34])([CH3:33])[CH3:32].C(OCC)(=O)C.CCCCCC. The catalyst is C(#N)C. The product is [CH2:16]([NH:19][C:20]1[N:21]=[C:22]([NH:30][C:1](=[O:5])[NH:35][C:31]([CH3:34])([CH3:33])[CH3:32])[C:23]2[S:28][CH:27]=[C:26]([CH3:29])[C:24]=2[N:25]=1)[CH:17]=[CH2:18]. The yield is 0.505. (5) The reactants are [F:1][C:2]1[CH:3]=[N:4][C:5]2[C:10]([C:11]=1[CH2:12][CH2:13][N:14]1[CH2:24][CH2:23][N:17]3[C:18](=[O:22])[CH2:19][NH:20][CH2:21][CH:16]3[CH2:15]1)=[N:9][C:8]([O:25][CH3:26])=[CH:7][CH:6]=2.[O:27]=[C:28]1[CH2:33][S:32][C:31]2[CH:34]=[CH:35][C:36]([CH:38]=O)=[N:37][C:30]=2[NH:29]1.[BH-](OC(C)=O)(OC(C)=O)OC(C)=O.[Na+]. The catalyst is ClCCCl. The product is [F:1][C:2]1[CH:3]=[N:4][C:5]2[C:10]([C:11]=1[CH2:12][CH2:13][N:14]1[CH2:24][CH2:23][N:17]3[C:18](=[O:22])[CH2:19][N:20]([CH2:38][C:36]4[CH:35]=[CH:34][C:31]5[S:32][CH2:33][C:28](=[O:27])[NH:29][C:30]=5[N:37]=4)[CH2:21][CH:16]3[CH2:15]1)=[N:9][C:8]([O:25][CH3:26])=[CH:7][CH:6]=2. The yield is 0.520.